This data is from Forward reaction prediction with 1.9M reactions from USPTO patents (1976-2016). The task is: Predict the product of the given reaction. (1) Given the reactants [ClH:1].C(OC([NH:9][C@@:10]1([C:33]([O:35][CH2:36][C:37]2[CH:42]=[CH:41][CH:40]=[CH:39][C:38]=2[F:43])=[O:34])[CH2:15][C@@H:14]([S:16][C:17]2[NH:21][CH:20]=[N:19][N:18]=2)[C@@H:13]2[C@H:11]1[C@H:12]2[C:22]([O:24][CH2:25][C:26]1[CH:31]=[CH:30][CH:29]=[CH:28][C:27]=1[F:32])=[O:23])=O)(C)(C)C, predict the reaction product. The product is: [ClH:1].[NH2:9][C@@:10]1([C:33]([O:35][CH2:36][C:37]2[CH:42]=[CH:41][CH:40]=[CH:39][C:38]=2[F:43])=[O:34])[CH2:15][C@@H:14]([S:16][C:17]2[NH:21][CH:20]=[N:19][N:18]=2)[C@@H:13]2[C@H:11]1[C@H:12]2[C:22]([O:24][CH2:25][C:26]1[CH:31]=[CH:30][CH:29]=[CH:28][C:27]=1[F:32])=[O:23]. (2) Given the reactants [F:1][C:2]1[CH:3]=[C:4]([S:8](Cl)(=[O:10])=[O:9])[CH:5]=[CH:6][CH:7]=1.[F-:12].[K+], predict the reaction product. The product is: [F:1][C:2]1[CH:3]=[C:4]([S:8]([F:12])(=[O:10])=[O:9])[CH:5]=[CH:6][CH:7]=1. (3) Given the reactants [Cl:1][C:2]1[N:7]=[CH:6][N:5]=[C:4]([NH2:8])[C:3]=1[NH2:9].[O:10]1[CH2:15][CH2:14][N:13]([CH2:16][C:17]2[CH:25]=[CH:24][C:20]([C:21](O)=O)=[CH:19][CH:18]=2)[CH2:12][CH2:11]1.[Cl-].[NH4+], predict the reaction product. The product is: [Cl:1][C:2]1[N:7]=[CH:6][N:5]=[C:4]2[C:3]=1[N:9]=[C:21]([C:20]1[CH:19]=[CH:18][C:17]([CH2:16][N:13]3[CH2:14][CH2:15][O:10][CH2:11][CH2:12]3)=[CH:25][CH:24]=1)[NH:8]2. (4) Given the reactants [C:1]1([CH3:13])[CH:6]=[CH:5][C:4]([N:7]2[CH2:12][CH2:11][NH:10][CH2:9][CH2:8]2)=[CH:3][CH:2]=1.[CH:14]([OH:16])=[O:15].[CH2:17]([CH:20]1[CH2:24][C:23]2([CH2:29][CH2:28][CH2:27][CH2:26][CH2:25]2)C(=O)O1)[CH2:18]C.C(O)=O.C(C1C=CC=CC=1N1CCN(CCC2C3(CCCCC3)CC(=O)O2)CC1)(C)C.CC1C=CC(S(OCCC2CC3(CCCCC3)C(=O)O2)(=O)=O)=CC=1.CC1C=CC(S(OCCCC2CC3(CCCCC3)C(=O)O2)(=O)=O)=CC=1.C1(C)C=CC(N2CCNCC2)=CC=1.C(C1C=CC=CC=1N1CCNCC1)(C)C, predict the reaction product. The product is: [CH:14]([OH:16])=[O:15].[C:1]1([CH3:13])[CH:2]=[CH:3][C:4]([N:7]2[CH2:8][CH2:9][N:10]([CH2:18][CH2:17][CH:20]3[CH2:24][C:23]4([CH2:29][CH2:28][CH2:27][CH2:26][CH2:25]4)[C:14](=[O:16])[O:15]3)[CH2:11][CH2:12]2)=[CH:5][CH:6]=1. (5) Given the reactants CON(C)[C:4](=[O:15])[C:5]1[CH:10]=[CH:9][C:8]([N+:11]([O-:13])=[O:12])=[CH:7][C:6]=1[F:14].[H-].C([Al+]CC(C)C)C(C)C.C1(C)C=CC=CC=1.Cl, predict the reaction product. The product is: [N+:11]([C:8]1[CH:9]=[CH:10][C:5]([CH:4]=[O:15])=[C:6]([F:14])[CH:7]=1)([O-:13])=[O:12]. (6) Given the reactants CO.[ClH:3].Cl.Cl.[OH:6][C:7]1[CH:30]=[CH:29][C:10]([CH2:11][NH:12][C:13]([NH:15][C:16]([NH:18][CH2:19][CH2:20][CH2:21][CH2:22][CH2:23][CH2:24][CH2:25][CH2:26][CH2:27][CH3:28])=[NH:17])=[NH:14])=[CH:9][CH:8]=1.[CH3:31][C:32]([CH3:34])=O, predict the reaction product. The product is: [ClH:3].[CH3:31][C:32]1([CH3:34])[N:14]=[C:13]([NH:12][CH2:11][C:10]2[CH:9]=[CH:8][C:7]([OH:6])=[CH:30][CH:29]=2)[NH:15][C:16]([NH:18][CH2:19][CH2:20][CH2:21][CH2:22][CH2:23][CH2:24][CH2:25][CH2:26][CH2:27][CH3:28])=[N:17]1. (7) Given the reactants BrCCBr.II.[Mg].[CH2:8]([N:15]1[CH2:20][CH2:19][CH:18](Br)[CH2:17][CH2:16]1)[C:9]1[CH:14]=[CH:13][CH:12]=[CH:11][CH:10]=1.[C:22](#N)[C:23]1[CH:28]=[CH:27][CH:26]=[CH:25][CH:24]=1.[Cl-].[NH4+].C1C[O:35]CC1, predict the reaction product. The product is: [CH2:8]([N:15]1[CH2:20][CH2:19][CH:18]([C:22](=[O:35])[C:23]2[CH:28]=[CH:27][CH:26]=[CH:25][CH:24]=2)[CH2:17][CH2:16]1)[C:9]1[CH:14]=[CH:13][CH:12]=[CH:11][CH:10]=1. (8) Given the reactants C[O:2][C:3]([C:5]1[C:6]([C:19](OC)=[O:20])=[C:7]([CH3:18])[N:8]2[C:17]=1[CH2:16][C:15]1[CH:14]=[CH:13][CH:12]=[CH:11][C:10]=1[CH2:9]2)=O.[H-].[H-].[H-].[H-].[Li+].[Al+3], predict the reaction product. The product is: [OH:20][CH2:19][C:6]1[C:5]([CH2:3][OH:2])=[C:17]2[CH2:16][C:15]3[CH:14]=[CH:13][CH:12]=[CH:11][C:10]=3[CH2:9][N:8]2[C:7]=1[CH3:18].